Dataset: Forward reaction prediction with 1.9M reactions from USPTO patents (1976-2016). Task: Predict the product of the given reaction. Given the reactants C[O:2][C:3](=[O:33])[C@H:4]([CH2:17][C:18]1[CH:23]=[CH:22][C:21]([C:24]2[C:25](=[O:32])[N:26]([CH3:31])[CH:27]=[C:28]([Br:30])[CH:29]=2)=[CH:20][CH:19]=1)[NH:5][C:6]([C:8]1[CH:13]=[C:12]([O:14][CH3:15])[CH:11]=[CH:10][C:9]=1[Br:16])=[O:7].O.[OH-].[Li+].CO.C(O)(=O)C, predict the reaction product. The product is: [Br:16][C:9]1[CH:10]=[CH:11][C:12]([O:14][CH3:15])=[CH:13][C:8]=1[C:6]([NH:5][C@H:4]([C:3]([OH:33])=[O:2])[CH2:17][C:18]1[CH:19]=[CH:20][C:21]([C:24]2[C:25](=[O:32])[N:26]([CH3:31])[CH:27]=[C:28]([Br:30])[CH:29]=2)=[CH:22][CH:23]=1)=[O:7].